From a dataset of Forward reaction prediction with 1.9M reactions from USPTO patents (1976-2016). Predict the product of the given reaction. (1) Given the reactants [OH:1][CH2:2][C@@H:3]1[C@@H:8]([OH:9])[C@H:7]([OH:10])[C@H:6]([OH:11])[C@@H:5]([CH2:12]/[CH:13]=[CH:14]/[C:15]2[CH:20]=[CH:19][CH:18]=[C:17]([C:21]#[C:22][C@@H:23]3[C@@H:28]([O:29]CC4C=CC=CC=4)[C@@H:27]([O:37]CC4C=CC=CC=4)[C@H:26]([O:45]CC4C=CC=CC=4)[C@@H:25]([CH2:53][O:54]CC4C=CC=CC=4)[O:24]3)[CH:16]=2)[O:4]1.[Si](I)(C)(C)C, predict the reaction product. The product is: [OH:1][CH2:2][C@@H:3]1[C@@H:8]([OH:9])[C@H:7]([OH:10])[C@H:6]([OH:11])[C@@H:5]([CH2:12]/[CH:13]=[CH:14]/[C:15]2[CH:20]=[CH:19][CH:18]=[C:17]([C:21]#[C:22][C@@H:23]3[C@@H:28]([OH:29])[C@@H:27]([OH:37])[C@H:26]([OH:45])[C@@H:25]([CH2:53][OH:54])[O:24]3)[CH:16]=2)[O:4]1. (2) Given the reactants [Br:1][C:2]1[CH:6]=[N:5][N:4]([CH3:7])[C:3]=1[C:8]1[CH:9]=[C:10]([NH2:16])[CH:11]=[CH:12][C:13]=1[O:14][CH3:15].[CH2:17]([N:24]=[C:25]=[O:26])[C:18]1[CH:23]=[CH:22][CH:21]=[CH:20][CH:19]=1, predict the reaction product. The product is: [CH2:17]([NH:24][C:25]([NH:16][C:10]1[CH:11]=[CH:12][C:13]([O:14][CH3:15])=[C:8]([C:3]2[N:4]([CH3:7])[N:5]=[CH:6][C:2]=2[Br:1])[CH:9]=1)=[O:26])[C:18]1[CH:23]=[CH:22][CH:21]=[CH:20][CH:19]=1.